Dataset: Reaction yield outcomes from USPTO patents with 853,638 reactions. Task: Predict the reaction yield, written as a fraction of the theoretical maximum amount of product (1.0 means a 100% yield; for example, 0.34 means a 34% yield). (1) The catalyst is C1C=CC=CC=1. The yield is 0.190. The product is [CH3:4][C:3]1[O:9][C:7]([CH3:8])=[C:6]([CH3:10])[C:2]=1[CH3:1]. The reactants are [CH3:1][CH:2]([CH:6]([CH3:10])[C:7](=[O:9])[CH3:8])[C:3](=O)[CH3:4].C1(C)C=CC(S(O)(=O)=O)=CC=1. (2) The reactants are [H-].[Na+].[Cl:3][C:4]1[CH:9]=[C:8]([OH:10])[CH:7]=[CH:6][N:5]=1.[F:11][C:12]1[CH:17]=[C:16]([N+:18]([O-:20])=[O:19])[C:15]([F:21])=[CH:14][C:13]=1F. The catalyst is CN(C=O)C. The product is [Cl:3][C:4]1[CH:9]=[C:8]([O:10][C:13]2[CH:14]=[C:15]([F:21])[C:16]([N+:18]([O-:20])=[O:19])=[CH:17][C:12]=2[F:11])[CH:7]=[CH:6][N:5]=1. The yield is 0.810. (3) The reactants are [Cl:1][C:2]1[C:3]([O:12][C:13]2[CH:18]=[C:17]([OH:19])[CH:16]=[CH:15][C:14]=2/[CH:20]=[CH:21]/[C:22]([O:24][CH2:25][CH3:26])=[O:23])=[N:4][CH:5]=[C:6]([C:8]([F:11])([F:10])[F:9])[CH:7]=1.[CH:27]([O:30][CH2:31][CH:32]1[O:34][CH2:33]1)([CH3:29])[CH3:28].C(=O)([O-])[O-].[K+].[K+].[I-].[Na+]. The catalyst is O.CN(C)C=O. The product is [Cl:1][C:2]1[C:3]([O:12][C:13]2[CH:18]=[C:17]([O:19][CH2:33][CH:32]([OH:34])[CH2:31][O:30][CH:27]([CH3:29])[CH3:28])[CH:16]=[CH:15][C:14]=2/[CH:20]=[CH:21]/[C:22]([O:24][CH2:25][CH3:26])=[O:23])=[N:4][CH:5]=[C:6]([C:8]([F:9])([F:11])[F:10])[CH:7]=1. The yield is 0.810.